This data is from Peptide-MHC class I binding affinity with 185,985 pairs from IEDB/IMGT. The task is: Regression. Given a peptide amino acid sequence and an MHC pseudo amino acid sequence, predict their binding affinity value. This is MHC class I binding data. (1) The peptide sequence is FSIMIYFTF. The MHC is HLA-B57:01 with pseudo-sequence HLA-B57:01. The binding affinity (normalized) is 0.0847. (2) The peptide sequence is FHAPPPSVC. The MHC is HLA-A29:02 with pseudo-sequence HLA-A29:02. The binding affinity (normalized) is 0.0847. (3) The binding affinity (normalized) is 0.0847. The peptide sequence is SHLECRTFF. The MHC is HLA-A26:01 with pseudo-sequence HLA-A26:01. (4) The peptide sequence is FLVGVAIILV. The MHC is HLA-A02:01 with pseudo-sequence HLA-A02:01. The binding affinity (normalized) is 0.812. (5) The peptide sequence is FDAATTGSL. The MHC is HLA-B40:02 with pseudo-sequence HLA-B40:02. The binding affinity (normalized) is 0.285. (6) The peptide sequence is LVKTESWIL. The MHC is HLA-B46:01 with pseudo-sequence HLA-B46:01. The binding affinity (normalized) is 0.0847.